Predict which catalyst facilitates the given reaction. From a dataset of Catalyst prediction with 721,799 reactions and 888 catalyst types from USPTO. (1) Reactant: [CH3:1][C:2]1[CH:9]=[CH:8][CH:7]=[CH:6][C:3]=1[CH:4]=O.[F:10][C:11]1[CH:12]=[C:13]([NH2:17])[CH:14]=[CH:15][CH:16]=1.[Si]([C:22]#[N:23])(C)(C)C. Product: [F:10][C:11]1[CH:12]=[C:13]([NH:17][CH:4]([C:3]2[CH:6]=[CH:7][CH:8]=[CH:9][C:2]=2[CH3:1])[C:22]#[N:23])[CH:14]=[CH:15][CH:16]=1. The catalyst class is: 28. (2) Reactant: C[O:2][C:3](=[O:24])[C:4]1[CH:9]=[CH:8][C:7]([O:10][CH2:11][C:12]2[C:13]([C:17]3[CH:22]=[CH:21][C:20]([Cl:23])=[CH:19][CH:18]=3)=[N:14][O:15][CH:16]=2)=[N:6][CH:5]=1.O.[OH-].[Li+].Cl. Product: [Cl:23][C:20]1[CH:19]=[CH:18][C:17]([C:13]2[C:12]([CH2:11][O:10][C:7]3[CH:8]=[CH:9][C:4]([C:3]([OH:24])=[O:2])=[CH:5][N:6]=3)=[CH:16][O:15][N:14]=2)=[CH:22][CH:21]=1. The catalyst class is: 87.